From a dataset of Reaction yield outcomes from USPTO patents with 853,638 reactions. Predict the reaction yield, written as a fraction of the theoretical maximum amount of product (1.0 means a 100% yield; for example, 0.34 means a 34% yield). The reactants are Br[C:2]1[CH:10]=[C:9]2[C:5]([C:6]3[CH2:15][CH2:14][N:13]([C:16]([O:18][C:19]([CH3:22])([CH3:21])[CH3:20])=[O:17])[CH2:12][C:7]=3[N:8]2[CH3:11])=[CH:4][CH:3]=1.[N:23]1[CH:28]=[CH:27][CH:26]=[CH:25][C:24]=1[CH2:29][CH2:30][N:31]1[CH2:36][CH2:35][NH:34][C:33](=[O:37])[CH2:32]1. No catalyst specified. The product is [CH3:11][N:8]1[C:9]2[C:5](=[CH:4][CH:3]=[C:2]([N:34]3[CH2:35][CH2:36][N:31]([CH2:30][CH2:29][C:24]4[CH:25]=[CH:26][CH:27]=[CH:28][N:23]=4)[CH2:32][C:33]3=[O:37])[CH:10]=2)[C:6]2[CH2:15][CH2:14][N:13]([C:16]([O:18][C:19]([CH3:22])([CH3:21])[CH3:20])=[O:17])[CH2:12][C:7]1=2. The yield is 0.160.